Dataset: Forward reaction prediction with 1.9M reactions from USPTO patents (1976-2016). Task: Predict the product of the given reaction. (1) Given the reactants [H-].[Na+].[C:3]([C:6]1[CH:7]=[N:8][C:9]([O:12][CH3:13])=[CH:10][CH:11]=1)(=[O:5])[CH3:4].[C:14](OC)(=[O:19])[C:15]([O:17][CH3:18])=[O:16].O, predict the reaction product. The product is: [CH3:13][O:12][C:9]1[N:8]=[CH:7][C:6]([C:3](=[O:5])[CH2:4][C:14](=[O:19])[C:15]([O:17][CH3:18])=[O:16])=[CH:11][CH:10]=1. (2) Given the reactants [CH:1]1([S:4]([C:7]2[CH:12]=[C:11]([N+:13]([O-])=O)[CH:10]=[C:9]([O:16][CH3:17])[CH:8]=2)(=[O:6])=[O:5])[CH2:3][CH2:2]1, predict the reaction product. The product is: [CH:1]1([S:4]([C:7]2[CH:12]=[C:11]([CH:10]=[C:9]([O:16][CH3:17])[CH:8]=2)[NH2:13])(=[O:6])=[O:5])[CH2:3][CH2:2]1. (3) Given the reactants [CH3:1][O:2][C:3]([C:5]1[C:10]([O:11][CH2:12][C:13]2[CH:18]=[CH:17][CH:16]=[CH:15][CH:14]=2)=[C:9](Br)[CH:8]=[C:7]([Br:20])[N:6]=1)=[O:4].[N-:21]=[N+:22]=[N-:23].[Li+], predict the reaction product. The product is: [CH3:1][O:2][C:3]([C:5]1[C:10]([O:11][CH2:12][C:13]2[CH:18]=[CH:17][CH:16]=[CH:15][CH:14]=2)=[C:9]([N:21]=[N+:22]=[N-:23])[CH:8]=[C:7]([Br:20])[N:6]=1)=[O:4]. (4) Given the reactants [F-].C([N+](CCCC)(CCCC)CCCC)CCC.O1CCCC1.[C:24]([O:28][C:29](=[O:64])[CH2:30][CH2:31][CH2:32][CH2:33][CH2:34][CH2:35][CH2:36][C@H:37]([OH:63])/[CH:38]=[CH:39]/[C@H:40]([O:55][Si](C(C)(C)C)(C)C)[C@@H:41]([O:47][Si](C(C)(C)C)(C)C)[CH2:42][CH2:43][CH2:44][CH2:45][CH3:46])([CH3:27])([CH3:26])[CH3:25], predict the reaction product. The product is: [C:24]([O:28][C:29](=[O:64])[CH2:30][CH2:31][CH2:32][CH2:33][CH2:34][CH2:35][CH2:36][C@H:37]([OH:63])/[CH:38]=[CH:39]/[C@H:40]([OH:55])[C@@H:41]([OH:47])[CH2:42][CH2:43][CH2:44][CH2:45][CH3:46])([CH3:25])([CH3:26])[CH3:27]. (5) Given the reactants [CH2:1]([O:3][C:4]([C:6]1[CH:7]=[N:8][C:9]2[C:14]([C:15]=1Cl)=[CH:13][C:12]([Cl:17])=[CH:11][C:10]=2[O:18][CH3:19])=[O:5])[CH3:2].[CH2:20]([NH2:24])[CH2:21][CH2:22][CH3:23], predict the reaction product. The product is: [CH2:1]([O:3][C:4]([C:6]1[CH:7]=[N:8][C:9]2[C:14]([C:15]=1[NH:24][CH2:20][CH2:21][CH2:22][CH3:23])=[CH:13][C:12]([Cl:17])=[CH:11][C:10]=2[O:18][CH3:19])=[O:5])[CH3:2].